This data is from Reaction yield outcomes from USPTO patents with 853,638 reactions. The task is: Predict the reaction yield, written as a fraction of the theoretical maximum amount of product (1.0 means a 100% yield; for example, 0.34 means a 34% yield). (1) The reactants are [F:1][C:2]([F:40])([F:39])[C@H:3]([N:26]1[CH2:30][CH2:29][C@H:28]([NH:31]C(=O)OC(C)(C)C)[CH2:27]1)[C:4]1[CH:5]=[CH:6][C:7]2[N:8]([C:10]([C:13]3[CH:22]=[CH:21][C:20]4[C:15](=[CH:16][C:17]([O:24][CH3:25])=[C:18]([F:23])[CH:19]=4)[N:14]=3)=[N:11][N:12]=2)[CH:9]=1. The catalyst is C(O)(C(F)(F)F)=O. The product is [F:40][C:2]([F:1])([F:39])[C@H:3]([N:26]1[CH2:30][CH2:29][C@H:28]([NH2:31])[CH2:27]1)[C:4]1[CH:5]=[CH:6][C:7]2[N:8]([C:10]([C:13]3[CH:22]=[CH:21][C:20]4[C:15](=[CH:16][C:17]([O:24][CH3:25])=[C:18]([F:23])[CH:19]=4)[N:14]=3)=[N:11][N:12]=2)[CH:9]=1. The yield is 0.748. (2) The reactants are [N:1]1[C:10]2[C:5](=[CH:6][CH:7]=[CH:8][CH:9]=2)[CH:4]=[CH:3][C:2]=1[NH:11][CH2:12][CH2:13][CH2:14][NH2:15].[CH:16]([C:18]12[CH2:32][CH:25]([C:26]3[CH:27]=[CH:28][CH:29]=[CH:30][C:31]=31)[C:24]1[C:19]2=[CH:20][CH:21]=[CH:22][CH:23]=1)=O. No catalyst specified. The product is [CH:20]1[C:19]2[C:18]3([CH2:16][NH:15][CH2:14][CH2:13][CH2:12][NH:11][C:2]4[CH:3]=[CH:4][C:5]5[C:10](=[CH:9][CH:8]=[CH:7][CH:6]=5)[N:1]=4)[CH2:32][CH:25]([C:26]4[C:31]3=[CH:30][CH:29]=[CH:28][CH:27]=4)[C:24]=2[CH:23]=[CH:22][CH:21]=1. The yield is 0.500. (3) The reactants are [CH3:1][CH:2]([O:4][C:5]1[CH:11]=[CH:10][CH:9]=[CH:8][C:6]=1[NH2:7])[CH3:3].P(=O)(O)(O)O.[N+]([O-])(O)=O.[N:21]([O-])=O.[Na+].C([O-])(=O)C.[K+].[C:30]([CH2:33][C:34](=[O:36])[CH3:35])(=[O:32])[CH3:31]. The catalyst is O.C(O)C. The product is [CH3:3][CH:2]([O:4][C:5]1[CH:11]=[CH:10][CH:9]=[CH:8][C:6]=1[NH:7][N:21]=[C:33]([C:34](=[O:36])[CH3:35])[C:30](=[O:32])[CH3:31])[CH3:1]. The yield is 0.300.